Dataset: Forward reaction prediction with 1.9M reactions from USPTO patents (1976-2016). Task: Predict the product of the given reaction. (1) Given the reactants [C:1]12([CH2:11][O:12][C:13]3[C:21]([CH:22]4[CH2:24][CH2:23]4)=[CH:20][C:16]([C:17]([OH:19])=O)=[CH:15][N:14]=3)[CH2:10][CH:5]3[CH2:6][CH:7]([CH2:9][CH:3]([CH2:4]3)[CH2:2]1)[CH2:8]2.C(N=C=NCCCN(C)C)C.[CH3:36][O:37][CH2:38][CH2:39][S:40]([NH2:43])(=[O:42])=[O:41], predict the reaction product. The product is: [C:1]12([CH2:11][O:12][C:13]3[C:21]([CH:22]4[CH2:23][CH2:24]4)=[CH:20][C:16]([C:17]([NH:43][S:40]([CH2:39][CH2:38][O:37][CH3:36])(=[O:42])=[O:41])=[O:19])=[CH:15][N:14]=3)[CH2:10][CH:5]3[CH2:4][CH:3]([CH2:9][CH:7]([CH2:6]3)[CH2:8]1)[CH2:2]2. (2) Given the reactants [Cl:1][C:2]1[CH:3]=[C:4]2[C:12](=[CH:13][C:14]=1[Cl:15])[N:11]([S:16]([C:19]1[CH:25]=[CH:24][C:22]([CH3:23])=[CH:21][CH:20]=1)(=[O:18])=[O:17])[C:10]1[C:9](=[O:26])[CH2:8][CH2:7][CH2:6][C:5]2=1.[Li+].C[Si]([N-][Si](C)(C)C)(C)C.[F:37]NS(C1C=CC=CC=1)(=O)=O, predict the reaction product. The product is: [Cl:1][C:2]1[CH:3]=[C:4]2[C:12](=[CH:13][C:14]=1[Cl:15])[N:11]([S:16]([C:19]1[CH:25]=[CH:24][C:22]([CH3:23])=[CH:21][CH:20]=1)(=[O:18])=[O:17])[C:10]1[C:9](=[O:26])[CH:8]([F:37])[CH2:7][CH2:6][C:5]2=1. (3) Given the reactants [C:1]([C:4]1[CH:5]=[C:6]([NH:11][C:12]([NH2:14])=[S:13])[C:7]([CH3:10])=[CH:8][CH:9]=1)([OH:3])=[O:2].I[CH3:16], predict the reaction product. The product is: [C:1]([C:4]1[CH:5]=[C:6]([NH:11][C:12](=[NH:14])[S:13][CH3:16])[C:7]([CH3:10])=[CH:8][CH:9]=1)([OH:3])=[O:2]. (4) Given the reactants [F:1][C:2]1[CH:3]=[C:4]([C:8]2[N:12]([C:13]3[CH:18]=[CH:17][CH:16]=[C:15]([O:19][CH3:20])[CH:14]=3)[N:11]=[C:10]([C:21]([O:23]CC)=[O:22])[CH:9]=2)[CH:5]=[CH:6][CH:7]=1.[OH-].[Li+], predict the reaction product. The product is: [F:1][C:2]1[CH:3]=[C:4]([C:8]2[N:12]([C:13]3[CH:18]=[CH:17][CH:16]=[C:15]([O:19][CH3:20])[CH:14]=3)[N:11]=[C:10]([C:21]([OH:23])=[O:22])[CH:9]=2)[CH:5]=[CH:6][CH:7]=1. (5) Given the reactants [CH:1]([C:3]1[C:11]2[C:6](=[CH:7][CH:8]=[C:9]([C:12]([OH:14])=[O:13])[CH:10]=2)[NH:5][N:4]=1)=O.[C:15]1([NH2:22])[C:16]([NH2:21])=[CH:17][CH:18]=[CH:19][CH:20]=1.[S], predict the reaction product. The product is: [NH:21]1[C:16]2[CH:17]=[CH:18][CH:19]=[CH:20][C:15]=2[N:22]=[C:1]1[C:3]1[C:11]2[C:6](=[CH:7][CH:8]=[C:9]([C:12]([OH:14])=[O:13])[CH:10]=2)[NH:5][N:4]=1. (6) The product is: [C:30]([O:29][CH2:7][CH2:8][CH2:9][CH2:10][CH2:11][CH2:12][CH2:13][CH2:14][CH2:15][CH2:16][CH2:17][CH2:18][CH2:19][CH2:20][CH2:21][CH2:22][CH2:23][CH2:24][CH2:25][CH2:26][CH:27]=[CH2:28])(=[O:32])[CH3:31]. Given the reactants N1C=CC=CC=1.[CH2:7]([OH:29])[CH2:8][CH2:9][CH2:10][CH2:11][CH2:12][CH2:13][CH2:14][CH2:15][CH2:16][CH2:17][CH2:18][CH2:19][CH2:20][CH2:21][CH2:22][CH2:23][CH2:24][CH2:25][CH2:26][CH:27]=[CH2:28].[C:30](OC(=O)C)(=[O:32])[CH3:31].C1(C)C=CC=CC=1, predict the reaction product.